Task: Predict the product of the given reaction.. Dataset: Forward reaction prediction with 1.9M reactions from USPTO patents (1976-2016) (1) Given the reactants [O:1]=[C:2]1[NH:6][C:5]2[CH:7]=[C:8]([CH2:11][C:12]([OH:14])=O)[CH:9]=[CH:10][C:4]=2[S:3]1.C1C=CC2N(O)N=NC=2C=1.[CH2:25]([N:27]([CH2:48][CH3:49])[C:28](=[O:47])[CH2:29][O:30][C:31]1[CH:36]=[CH:35][CH:34]=[C:33]([C@H:37]([NH:45][CH3:46])[CH2:38][N:39]2[CH2:43][CH2:42][C@H:41]([OH:44])[CH2:40]2)[CH:32]=1)[CH3:26], predict the reaction product. The product is: [CH2:48]([N:27]([CH2:25][CH3:26])[C:28](=[O:47])[CH2:29][O:30][C:31]1[CH:32]=[C:33]([C@H:37]([N:45]([CH3:46])[C:12](=[O:14])[CH2:11][C:8]2[CH:9]=[CH:10][C:4]3[S:3][C:2](=[O:1])[NH:6][C:5]=3[CH:7]=2)[CH2:38][N:39]2[CH2:43][CH2:42][C@H:41]([OH:44])[CH2:40]2)[CH:34]=[CH:35][CH:36]=1)[CH3:49]. (2) Given the reactants [CH3:1][C:2]1[NH:3][C:4](=[O:26])[C:5]([CH2:11][C:12]2[CH:17]=[CH:16][C:15]([C:18]3[C:19]([C:24]#[N:25])=[CH:20][CH:21]=[CH:22][CH:23]=3)=[CH:14][CH:13]=2)=[C:6]([CH2:8][CH2:9][CH3:10])[N:7]=1.[C:27]([O:31][C:32]1[CH:37]=[CH:36][C:35](B(O)O)=[CH:34][CH:33]=1)([CH3:30])([CH3:29])[CH3:28].C(N(CC)CC)C.N1C=CC=CC=1, predict the reaction product. The product is: [C:27]([O:31][C:32]1[CH:37]=[CH:36][C:35]([N:3]2[C:4](=[O:26])[C:5]([CH2:11][C:12]3[CH:17]=[CH:16][C:15]([C:18]4[C:19]([C:24]#[N:25])=[CH:20][CH:21]=[CH:22][CH:23]=4)=[CH:14][CH:13]=3)=[C:6]([CH2:8][CH2:9][CH3:10])[N:7]=[C:2]2[CH3:1])=[CH:34][CH:33]=1)([CH3:30])([CH3:28])[CH3:29]. (3) Given the reactants [CH:1]1[C:13]2[N:12]([C:14]3[CH:19]=[CH:18][C:17]([C:20]4([C:33]5[CH:38]=[CH:37][C:36](I)=[CH:35][CH:34]=5)[C:32]5[CH:31]=[CH:30][CH:29]=[CH:28][C:27]=5[C:26]5[C:21]4=[CH:22][CH:23]=[CH:24][CH:25]=5)=[CH:16][CH:15]=3)[C:11]3[C:6](=[CH:7][CH:8]=[CH:9][CH:10]=3)[C:5]=2[CH:4]=[CH:3][CH:2]=1.C([Li])CCC.[C:45]1([Si:51](Cl)([C:58]2[CH:63]=[CH:62][CH:61]=[CH:60][CH:59]=2)[C:52]2[CH:57]=[CH:56][CH:55]=[CH:54][CH:53]=2)[CH:50]=[CH:49][CH:48]=[CH:47][CH:46]=1.[Cl-].[NH4+], predict the reaction product. The product is: [CH:1]1[C:13]2[N:12]([C:14]3[CH:19]=[CH:18][C:17]([C:20]4([C:33]5[CH:38]=[CH:37][C:36]([Si:51]([C:52]6[CH:53]=[CH:54][CH:55]=[CH:56][CH:57]=6)([C:58]6[CH:63]=[CH:62][CH:61]=[CH:60][CH:59]=6)[C:45]6[CH:46]=[CH:47][CH:48]=[CH:49][CH:50]=6)=[CH:35][CH:34]=5)[C:32]5[CH:31]=[CH:30][CH:29]=[CH:28][C:27]=5[C:26]5[C:21]4=[CH:22][CH:23]=[CH:24][CH:25]=5)=[CH:16][CH:15]=3)[C:11]3[C:6](=[CH:7][CH:8]=[CH:9][CH:10]=3)[C:5]=2[CH:4]=[CH:3][CH:2]=1. (4) Given the reactants Cl[C:2]1[NH:3][C:4]([NH:11][C:12]2[CH:22]=[CH:21][C:15]([C:16]([O:18][CH2:19][CH3:20])=[O:17])=[CH:14][CH:13]=2)=[C:5]2[C:9]([N:10]=1)=[N:8][CH:7]=[N:6]2.[NH2:23][C:24]1[CH:34]=[CH:33][C:27]([C:28]([O:30][CH2:31][CH3:32])=[O:29])=[CH:26][CH:25]=1, predict the reaction product. The product is: [CH2:31]([O:30][C:28]([C:27]1[CH:26]=[CH:25][C:24]([NH:23][C:2]2[N:10]=[C:9]3[C:5]([N:6]=[CH:7][NH:8]3)=[C:4]([NH:11][C:12]3[CH:22]=[CH:21][C:15]([C:16]([O:18][CH2:19][CH3:20])=[O:17])=[CH:14][CH:13]=3)[N:3]=2)=[CH:34][CH:33]=1)=[O:29])[CH3:32]. (5) Given the reactants [C:1]([C:3]1[CH:4]=[C:5]([C:13]2[O:17][N:16]=[C:15]([C:18]3[CH:23]=[CH:22][C:21]([O:24][CH2:25][CH2:26][CH2:27][C:28]([O:30]CC)=[O:29])=[CH:20][CH:19]=3)[N:14]=2)[CH:6]=[CH:7][C:8]=1[O:9][CH:10]([CH3:12])[CH3:11])#[N:2].[OH-].[Na+], predict the reaction product. The product is: [C:1]([C:3]1[CH:4]=[C:5]([C:13]2[O:17][N:16]=[C:15]([C:18]3[CH:23]=[CH:22][C:21]([O:24][CH2:25][CH2:26][CH2:27][C:28]([OH:30])=[O:29])=[CH:20][CH:19]=3)[N:14]=2)[CH:6]=[CH:7][C:8]=1[O:9][CH:10]([CH3:12])[CH3:11])#[N:2].